Task: Predict the product of the given reaction.. Dataset: Forward reaction prediction with 1.9M reactions from USPTO patents (1976-2016) (1) Given the reactants [C:1]([C:4]12[CH2:11][CH2:10][C:7]([NH:12][CH2:13][C:14]([N:16]3[CH2:20][C@@H:19]([F:21])[CH2:18][C@H:17]3[C:22]#[N:23])=[O:15])([CH2:8][CH2:9]1)[CH2:6][CH2:5]2)([OH:3])=[O:2].[CH3:24][O:25][C:26]1[CH:33]=[CH:32][C:29]([CH2:30]Cl)=[CH:28][CH:27]=1, predict the reaction product. The product is: [F:21][C@@H:19]1[CH2:20][N:16]([C:14](=[O:15])[CH2:13][NH:12][C:7]23[CH2:10][CH2:11][C:4]([C:1]([O:3][CH2:30][C:29]4[CH:32]=[CH:33][C:26]([O:25][CH3:24])=[CH:27][CH:28]=4)=[O:2])([CH2:9][CH2:8]2)[CH2:5][CH2:6]3)[C@H:17]([C:22]#[N:23])[CH2:18]1. (2) The product is: [CH:70]([C:68]1[N:67]([CH2:16][C:17]2[CH:22]=[CH:21][CH:20]=[CH:19][CH:18]=2)[CH:66]=[N:65][CH:69]=1)=[O:71]. Given the reactants FC(F)(F)S(OS(C(F)(F)F)(=O)=O)(=O)=O.[CH2:16](O)[C:17]1[CH:22]=[CH:21][CH:20]=[CH:19][CH:18]=1.C(C1C=CC=C(C(C)(C)C)N=1)(C)(C)C.[O-]S(C(F)(F)F)(=O)=O.C([N:65]1[CH:69]=[C:68]([CH:70]=[O:71])[N:67]=[CH:66]1)(C1C=CC=CC=1)(C1C=CC=CC=1)C1C=CC=CC=1, predict the reaction product. (3) Given the reactants [OH:1][C:2]([C@H:5]1[CH2:9][CH2:8][NH:7][C@H:6]1[CH3:10])([CH3:4])[CH3:3].F[C:12]1[CH:19]=[CH:18][C:15]([C:16]#[N:17])=[CH:14][C:13]=1[CH3:20], predict the reaction product. The product is: [OH:1][C:2]([C@H:5]1[CH2:9][CH2:8][N:7]([C:12]2[CH:19]=[CH:18][C:15]([C:16]#[N:17])=[CH:14][C:13]=2[CH3:20])[C@H:6]1[CH3:10])([CH3:4])[CH3:3]. (4) Given the reactants F[P-](F)(F)(F)(F)F.N1(OC(N(C)C)=[N+](C)C)C2N=CC=CC=2N=N1.[NH2:25][C:26]1[C:31]2[C:32](=[O:54])[N:33]([C:37]3[CH:42]=[CH:41][C:40]([C:43]4[CH:48]=[CH:47][C:46]([CH2:49][C:50](O)=[O:51])=[CH:45][C:44]=4[Cl:53])=[CH:39][CH:38]=3)[CH2:34][CH2:35][O:36][C:30]=2[N:29]=[CH:28][N:27]=1.Cl.[NH:56]1[CH2:60][CH2:59][C@@H:58]([OH:61])[CH2:57]1.C(N(CC)C(C)C)(C)C, predict the reaction product. The product is: [NH2:25][C:26]1[C:31]2[C:32](=[O:54])[N:33]([C:37]3[CH:38]=[CH:39][C:40]([C:43]4[CH:48]=[CH:47][C:46]([CH2:49][C:50]([N:56]5[CH2:60][CH2:59][C@@H:58]([OH:61])[CH2:57]5)=[O:51])=[CH:45][C:44]=4[Cl:53])=[CH:41][CH:42]=3)[CH2:34][CH2:35][O:36][C:30]=2[N:29]=[CH:28][N:27]=1.